This data is from Reaction yield outcomes from USPTO patents with 853,638 reactions. The task is: Predict the reaction yield, written as a fraction of the theoretical maximum amount of product (1.0 means a 100% yield; for example, 0.34 means a 34% yield). (1) The reactants are [Cl:1][C:2]1[C:3]([O:12][C:13]2[CH:18]=[C:17]([OH:19])[CH:16]=[CH:15][C:14]=2[CH2:20][CH2:21][C:22]([O:24][CH2:25][CH3:26])=[O:23])=[N:4][CH:5]=[C:6]([C:8]([F:11])([F:10])[F:9])[CH:7]=1.[CH2:27](O)[CH2:28][CH2:29][CH3:30].C(P(CCCC)CCCC)CCC.N(C(N1CCCCC1)=O)=NC(N1CCCCC1)=O. The catalyst is O1CCCC1. The product is [CH2:27]([O:19][C:17]1[CH:16]=[CH:15][C:14]([CH2:20][CH2:21][C:22]([O:24][CH2:25][CH3:26])=[O:23])=[C:13]([O:12][C:3]2[C:2]([Cl:1])=[CH:7][C:6]([C:8]([F:9])([F:11])[F:10])=[CH:5][N:4]=2)[CH:18]=1)[CH2:28][CH2:29][CH3:30]. The yield is -0.950. (2) The reactants are [Si:1]([O:18][CH2:19][C:20]([CH2:25][OH:26])([CH2:23][OH:24])[CH2:21][OH:22])([C:14]([CH3:17])([CH3:16])[CH3:15])([C:8]1[CH:13]=[CH:12][CH:11]=[CH:10][CH:9]=1)[C:2]1[CH:7]=[CH:6][CH:5]=[CH:4][CH:3]=1.[C:27]1(C)[CH:32]=CC(C2C(C(O)=O)=CC=CC=2)=C[CH:28]=1.O.N. The catalyst is CC(C)=O. The product is [CH3:28][C:27]1([CH3:32])[O:22][CH2:21][C:20]([CH2:19][O:18][Si:1]([C:14]([CH3:17])([CH3:16])[CH3:15])([C:8]2[CH:13]=[CH:12][CH:11]=[CH:10][CH:9]=2)[C:2]2[CH:3]=[CH:4][CH:5]=[CH:6][CH:7]=2)([CH2:25][OH:26])[CH2:23][O:24]1. The yield is 0.960. (3) No catalyst specified. The reactants are [OH:1][NH:2][C:3](=[O:17])[C@@H:4]([NH:9]C(=O)OC(C)(C)C)[CH2:5][CH2:6][S:7][CH3:8].[ClH:18].O1CCOCC1. The product is [ClH:18].[NH2:9][C@@H:4]([CH2:5][CH2:6][S:7][CH3:8])[C:3]([NH:2][OH:1])=[O:17].[ClH:18].[OH:1][NH:2][C:3]([CH:4]([NH2:9])[CH2:5][CH2:6][S:7][CH3:8])=[O:17]. The yield is 0.800. (4) The reactants are C([O:8][C@@H:9]1[CH2:14][CH2:13][CH2:12][CH2:11][C@H:10]1[NH:15][C:16]([C:18]1[N:19]=[C:20]([C:30]2[CH:35]=[CH:34][C:33]([Cl:36])=[CH:32][C:31]=2[Cl:37])[N:21]([C:23]2[CH:28]=[CH:27][C:26]([Cl:29])=[CH:25][CH:24]=2)[CH:22]=1)=[O:17])C1C=CC=CC=1.[Si](I)(C)(C)C. The catalyst is C(Cl)Cl.O. The product is [Cl:29][C:26]1[CH:27]=[CH:28][C:23]([N:21]2[CH:22]=[C:18]([C:16]([NH:15][C@@H:10]3[CH2:11][CH2:12][CH2:13][CH2:14][C@H:9]3[OH:8])=[O:17])[N:19]=[C:20]2[C:30]2[CH:35]=[CH:34][C:33]([Cl:36])=[CH:32][C:31]=2[Cl:37])=[CH:24][CH:25]=1. The yield is 0.670. (5) The catalyst is CN(C=O)C. The reactants are [F:1][C:2]1[CH:7]=[CH:6][C:5]([O:8][C:9](=[O:25])[N:10]([CH2:23][CH3:24])[C@H:11]2[C@H:15]([C:16]3[CH:21]=[CH:20][C:19]([F:22])=[CH:18][CH:17]=3)[CH2:14][NH:13][CH2:12]2)=[CH:4][CH:3]=1.CN(C(ON1N=NC2C=CC=NC1=2)=[N+](C)C)C.F[P-](F)(F)(F)(F)F.CCN(C(C)C)C(C)C.[C:59]([C:61]1[CH:62]=[CH:63][C:64]([N:67]2[CH2:72][CH2:71][CH:70]([C:73](O)=[O:74])[CH2:69][CH2:68]2)=[N:65][CH:66]=1)#[N:60]. The product is [F:1][C:2]1[CH:7]=[CH:6][C:5]([O:8][C:9](=[O:25])[N:10]([C@H:11]2[C@H:15]([C:16]3[CH:21]=[CH:20][C:19]([F:22])=[CH:18][CH:17]=3)[CH2:14][N:13]([C:73]([CH:70]3[CH2:69][CH2:68][N:67]([C:64]4[CH:63]=[CH:62][C:61]([C:59]#[N:60])=[CH:66][N:65]=4)[CH2:72][CH2:71]3)=[O:74])[CH2:12]2)[CH2:23][CH3:24])=[CH:4][CH:3]=1. The yield is 0.630. (6) The reactants are [NH:1]1[C:9]2[C:4](=[C:5]([N:10]3[CH2:15][CH2:14][N:13]([C:16]([CH:18]4[CH2:27][CH2:26][C:25]5[C:20](=[CH:21][CH:22]=[CH:23][CH:24]=5)[NH:19]4)=[O:17])[CH2:12][CH2:11]3)[CH:6]=[CH:7][CH:8]=2)[CH:3]=[CH:2]1.[CH3:28]C1C=C2C(=CC=1)NC(C(O)=O)CC2. No catalyst specified. The product is [NH:1]1[C:9]2[C:4](=[C:5]([N:10]3[CH2:15][CH2:14][N:13]([C:16]([CH:18]4[CH2:27][CH2:26][C:25]5[C:20](=[CH:21][CH:22]=[C:23]([CH3:28])[CH:24]=5)[NH:19]4)=[O:17])[CH2:12][CH2:11]3)[CH:6]=[CH:7][CH:8]=2)[CH:3]=[CH:2]1. The yield is 0.730.